From a dataset of Full USPTO retrosynthesis dataset with 1.9M reactions from patents (1976-2016). Predict the reactants needed to synthesize the given product. (1) Given the product [Cl:24][C:23]1[C:18]([S:17][CH2:16][C:15]([OH:25])=[O:14])=[N:19][CH:20]=[CH:21][CH:22]=1, predict the reactants needed to synthesize it. The reactants are: ClC1C=CC(SCC(O)=O)=NC=1.C[O:14][C:15](=[O:25])[CH2:16][S:17][C:18]1[C:23]([Cl:24])=[CH:22][CH:21]=[CH:20][N:19]=1. (2) Given the product [N:8]([C:9]1[CH:10]=[N:11][CH:12]=[CH:13][C:14]=1[N:15]1[CH2:20][CH2:19][CH2:18][C@H:17]([NH:21][C:22](=[O:28])[O:23][C:24]([CH3:26])([CH3:25])[CH3:27])[CH2:16]1)=[C:1]=[S:3], predict the reactants needed to synthesize it. The reactants are: [C:1](=[S:3])=S.CP(=[N:8][C:9]1[CH:10]=[N:11][CH:12]=[CH:13][C:14]=1[N:15]1[CH2:20][CH2:19][CH2:18][C@H:17]([NH:21][C:22](=[O:28])[O:23][C:24]([CH3:27])([CH3:26])[CH3:25])[CH2:16]1)(C)C. (3) The reactants are: [NH2:1][C:2]1[CH:3]=[CH:4][C:5]([C:10]2[O:14][CH:13]=[N:12][CH:11]=2)=[C:6]([CH:9]=1)[C:7]#[N:8].C(OC([NH:22][CH:23]([CH2:27][CH:28]([CH3:30])[CH3:29])[C:24](O)=[O:25])=O)(C)(C)C. Given the product [NH2:22][C@H:23]([CH2:27][CH:28]([CH3:30])[CH3:29])[C:24]([NH:1][C:2]1[CH:3]=[CH:4][C:5]([C:10]2[O:14][CH:13]=[N:12][CH:11]=2)=[C:6]([C:7]#[N:8])[CH:9]=1)=[O:25], predict the reactants needed to synthesize it. (4) Given the product [CH2:3]([N:10]1[CH2:15][CH2:14][CH2:13][CH:12]([C:16]([OH:18])=[O:17])[CH2:11]1)[C:4]1[CH:5]=[CH:6][CH:7]=[CH:8][CH:9]=1, predict the reactants needed to synthesize it. The reactants are: [OH-].[Na+].[CH2:3]([N:10]1[CH2:15][CH2:14][CH2:13][CH:12]([C:16]([O:18]CC)=[O:17])[CH2:11]1)[C:4]1[CH:9]=[CH:8][CH:7]=[CH:6][CH:5]=1.Cl.